Dataset: Reaction yield outcomes from USPTO patents with 853,638 reactions. Task: Predict the reaction yield, written as a fraction of the theoretical maximum amount of product (1.0 means a 100% yield; for example, 0.34 means a 34% yield). (1) The reactants are [CH3:1][O:2][C:3]1[CH:4]=[C:5]2[C:9](=[CH:10][CH:11]=1)[N:8]([CH3:12])[N:7]=[C:6]2[C:13]1[N:14]=[C:15]2[C:21]([C:22]([NH:24][C@@H:25]3[CH2:30][CH2:29][O:28][CH2:27][C@@H:26]3[NH:31]C(=O)OC(C)(C)C)=[O:23])=[CH:20][N:19](COCC[Si](C)(C)C)[C:16]2=[N:17][CH:18]=1.C(O)(C(F)(F)F)=O. The catalyst is ClCCl. The product is [NH2:31][C@@H:26]1[C@H:25]([NH:24][C:22]([C:21]2[C:15]3[C:16](=[N:17][CH:18]=[C:13]([C:6]4[C:5]5[C:9](=[CH:10][CH:11]=[C:3]([O:2][CH3:1])[CH:4]=5)[N:8]([CH3:12])[N:7]=4)[N:14]=3)[NH:19][CH:20]=2)=[O:23])[CH2:30][CH2:29][O:28][CH2:27]1. The yield is 0.646. (2) The reactants are [CH:1]1([NH:8][C:9]2[N:14]3[N:15]=[C:16]([NH2:18])[N:17]=[C:13]3[CH:12]=[CH:11][CH:10]=2)[CH2:7][CH2:6][CH2:5][CH2:4][CH2:3][CH2:2]1.Cl[CH2:20][C:21]1[CH:29]=[CH:28][C:24]([C:25](Cl)=[O:26])=[CH:23][CH:22]=1.[NH:30]1[CH2:35][CH2:34][O:33][CH2:32][CH2:31]1. No catalyst specified. The product is [CH:1]1([NH:8][C:9]2[N:14]3[N:15]=[C:16]([NH:18][C:25](=[O:26])[C:24]4[CH:28]=[CH:29][C:21]([CH2:20][N:30]5[CH2:35][CH2:34][O:33][CH2:32][CH2:31]5)=[CH:22][CH:23]=4)[N:17]=[C:13]3[CH:12]=[CH:11][CH:10]=2)[CH2:2][CH2:3][CH2:4][CH2:5][CH2:6][CH2:7]1. The yield is 0.400.